Dataset: Full USPTO retrosynthesis dataset with 1.9M reactions from patents (1976-2016). Task: Predict the reactants needed to synthesize the given product. (1) Given the product [CH3:18][O:17][CH2:16][CH2:15][N:12]1[CH:9]2[CH2:10][CH2:11][CH:1]1[C:2]1[CH:3]=[C:4]([NH2:13])[CH:5]=[CH:6][C:7]=1[CH2:8]2, predict the reactants needed to synthesize it. The reactants are: [CH:1]12[NH:12][CH:9]([CH2:10][CH2:11]1)[CH2:8][C:7]1[CH:6]=[CH:5][C:4]([NH2:13])=[CH:3][C:2]2=1.Br[CH2:15][CH2:16][O:17][CH3:18].C(=O)([O-])[O-].[K+].[K+]. (2) Given the product [C:13]1([CH3:28])[CH:18]=[CH:17][C:16]([S:19][C:3]2[C:4]3=[N:5][CH:6]=[CH:7][CH:8]=[C:9]3[NH:1][C:2]=2[C:10]([NH2:12])=[O:11])=[CH:15][CH:14]=1, predict the reactants needed to synthesize it. The reactants are: [NH:1]1[C:9]2[C:4](=[N:5][CH:6]=[CH:7][CH:8]=2)[CH:3]=[C:2]1[C:10]([NH2:12])=[O:11].[C:13]1([CH3:28])[CH:18]=[CH:17][C:16]([S:19][S:19][C:16]2[CH:17]=[CH:18][C:13]([CH3:28])=[CH:14][CH:15]=2)=[CH:15][CH:14]=1. (3) Given the product [Cl:6][C:7]1[CH:23]=[C:22]([Cl:24])[CH:21]=[CH:20][C:8]=1[CH2:9][NH:10][C:11](=[O:19])[C:12]1[CH:17]=[CH:16][N:15]=[C:14]([O:5][CH2:3][CH3:4])[CH:13]=1, predict the reactants needed to synthesize it. The reactants are: [H-].[Na+].[CH2:3]([OH:5])[CH3:4].[Cl:6][C:7]1[CH:23]=[C:22]([Cl:24])[CH:21]=[CH:20][C:8]=1[CH2:9][NH:10][C:11](=[O:19])[C:12]1[CH:17]=[CH:16][N:15]=[C:14](F)[CH:13]=1. (4) Given the product [CH3:1][O:2][C:3]([C:5]1[N:6]=[C:7]([C:17]2[CH:22]=[CH:21][C:20]([C:23]([F:26])([F:25])[F:24])=[CH:19][CH:18]=2)[O:8][C:9]=1[C:10]1[CH:11]=[N:12][C:13]([C:27]2[CH:32]=[CH:31][CH:30]=[CH:29][CH:28]=2)=[CH:14][CH:15]=1)=[O:4], predict the reactants needed to synthesize it. The reactants are: [CH3:1][O:2][C:3]([C:5]1[N:6]=[C:7]([C:17]2[CH:22]=[CH:21][C:20]([C:23]([F:26])([F:25])[F:24])=[CH:19][CH:18]=2)[O:8][C:9]=1[C:10]1[CH:11]=[N:12][C:13](Cl)=[CH:14][CH:15]=1)=[O:4].[C:27]1(B(O)O)[CH:32]=[CH:31][CH:30]=[CH:29][CH:28]=1.[F-].[Cs+]. (5) Given the product [Cl:8][C:6]1[CH:5]=[C:4]([CH2:9][CH2:10][CH3:11])[N:3]=[C:2]([N:24]2[CH:25]=[C:21]([C:17]3[CH:18]=[CH:19][CH:20]=[C:15]([O:14][C:13]([F:12])([F:26])[F:27])[CH:16]=3)[N:22]=[CH:23]2)[N:7]=1.[Cl:1][C:2]1[N:3]=[C:4]([CH2:9][CH2:10][CH3:11])[CH:5]=[C:6]([N:24]2[CH:25]=[C:21]([C:17]3[CH:18]=[CH:19][CH:20]=[C:15]([O:14][C:13]([F:12])([F:26])[F:27])[CH:16]=3)[N:22]=[CH:23]2)[N:7]=1, predict the reactants needed to synthesize it. The reactants are: [Cl:1][C:2]1[N:7]=[C:6]([Cl:8])[CH:5]=[C:4]([CH2:9][CH2:10][CH3:11])[N:3]=1.[F:12][C:13]([F:27])([F:26])[O:14][C:15]1[CH:16]=[C:17]([C:21]2[N:22]=[CH:23][NH:24][CH:25]=2)[CH:18]=[CH:19][CH:20]=1.N12CCCN=C1CCCCC2. (6) Given the product [C:15]([O:14][C:13](=[O:19])[NH:12][CH2:11][C:10]1[CH:20]=[CH:21][C:22]([Cl:24])=[CH:23][C:9]=1[CH2:8][NH:7][C:5]([C@@H:2]1[CH2:3][CH2:4][N:1]1[C:35]([C:26]1([OH:25])[C:34]2[C:29](=[N:30][CH:31]=[CH:32][CH:33]=2)[CH2:28][CH2:27]1)=[O:36])=[O:6])([CH3:18])([CH3:17])[CH3:16], predict the reactants needed to synthesize it. The reactants are: [NH:1]1[CH2:4][CH2:3][C@H:2]1[C:5]([NH:7][CH2:8][C:9]1[CH:23]=[C:22]([Cl:24])[CH:21]=[CH:20][C:10]=1[CH2:11][NH:12][C:13](=[O:19])[O:14][C:15]([CH3:18])([CH3:17])[CH3:16])=[O:6].[OH:25][C:26]1([C:35](O)=[O:36])[C:34]2[C:29](=[N:30][CH:31]=[CH:32][CH:33]=2)[CH2:28][CH2:27]1.C(Cl)CCl.C1C=CC2N(O)N=NC=2C=1.